This data is from NCI-60 drug combinations with 297,098 pairs across 59 cell lines. The task is: Regression. Given two drug SMILES strings and cell line genomic features, predict the synergy score measuring deviation from expected non-interaction effect. Cell line: EKVX. Drug 1: CC1CCC2CC(C(=CC=CC=CC(CC(C(=O)C(C(C(=CC(C(=O)CC(OC(=O)C3CCCCN3C(=O)C(=O)C1(O2)O)C(C)CC4CCC(C(C4)OC)O)C)C)O)OC)C)C)C)OC. Drug 2: C1CC(=O)NC(=O)C1N2C(=O)C3=CC=CC=C3C2=O. Synergy scores: CSS=13.5, Synergy_ZIP=-4.62, Synergy_Bliss=1.60, Synergy_Loewe=-19.0, Synergy_HSA=0.854.